This data is from Full USPTO retrosynthesis dataset with 1.9M reactions from patents (1976-2016). The task is: Predict the reactants needed to synthesize the given product. (1) The reactants are: [Br:1][C:2]1[CH:3]=[C:4]([Li])[CH:5]=[CH:6][CH:7]=1.C([Li])CCC.CCCCCC.BrC1C=CC=C(Br)C=1.Cl[Si:29](Cl)([C:36]1[CH:41]=[CH:40][CH:39]=[CH:38][CH:37]=1)[C:30]1[CH:35]=[CH:34][CH:33]=[CH:32][CH:31]=1.[CH:43]1[C:51]2[C:50]3[CH:52]=[CH:53][CH:54]=[CH:55][C:49]=3[S:48][C:47]=2[C:46]([Li])=[CH:45][CH:44]=1. Given the product [Br:1][C:2]1[CH:3]=[C:4]([Si:29]([C:55]2[C:49]3[S:48][C:47]4[CH:46]=[CH:45][CH:44]=[CH:43][C:51]=4[C:50]=3[CH:52]=[CH:53][CH:54]=2)([C:36]2[CH:41]=[CH:40][CH:39]=[CH:38][CH:37]=2)[C:30]2[CH:35]=[CH:34][CH:33]=[CH:32][CH:31]=2)[CH:5]=[CH:6][CH:7]=1, predict the reactants needed to synthesize it. (2) Given the product [CH2:1]([N:3]([CH2:42][CH3:43])[C:4]1[CH:9]=[CH:8][C:7]([C:10]2([C:36]3[CH:37]=[CH:72][CH:71]=[CH:70][CH:75]=3)[O:15][C:14]3[C:16]4[C:21]([C:22]([C:58]5[CH:59]=[CH:60][C:55]([C:52]6[CH:53]=[CH:54][C:49]([CH2:44][CH2:45][CH2:46][CH2:47][CH3:48])=[CH:50][CH:51]=6)=[CH:56][CH:57]=5)=[C:23]([C:24]([O:26][CH3:27])=[O:25])[C:13]=3[CH:12]=[CH:11]2)=[CH:20][CH:19]=[CH:18][CH:17]=4)=[CH:6][CH:5]=1)[CH3:2], predict the reactants needed to synthesize it. The reactants are: [CH2:1]([N:3]([CH2:42][CH3:43])[C:4]1[CH:9]=[CH:8][C:7]([C:10]2([C:36]3C=CC=C[CH:37]=3)[O:15][C:14]3[C:16]4[C:21]([C:22](OS(C(F)(F)F)(=O)=O)=[C:23]([C:24]([O:26][CH3:27])=[O:25])[C:13]=3[CH:12]=[CH:11]2)=[CH:20][CH:19]=[CH:18][CH:17]=4)=[CH:6][CH:5]=1)[CH3:2].[CH2:44]([C:49]1[CH:54]=[CH:53][C:52]([C:55]2[CH:60]=[CH:59][C:58](B(O)O)=[CH:57][CH:56]=2)=[CH:51][CH:50]=1)[CH2:45][CH2:46][CH2:47][CH3:48].C([O-])([O-])=O.[K+].[K+].[C:70]1(C)[CH:75]=CC=[CH:72][CH:71]=1. (3) Given the product [CH3:9][O:10][C:11]1[CH:12]=[C:13]2[CH2:22][CH:21]([CH2:23][CH:24]3[CH2:25][CH2:26][N:27]([CH2:30][C:31]4[CH:36]=[CH:35][CH:34]=[CH:33][CH:32]=4)[CH2:28][CH2:29]3)[C:19](=[O:20])[C:14]2=[CH:15][C:16]=1[O:17][CH3:18].[C:1]([O-:8])(=[O:7])/[CH:2]=[CH:3]\[C:4]([O-:6])=[O:5], predict the reactants needed to synthesize it. The reactants are: [C:1]([OH:8])(=[O:7])/[CH:2]=[CH:3]\[C:4]([OH:6])=[O:5].[CH3:9][O:10][C:11]1[CH:12]=[C:13]2[CH2:22][CH:21]([CH2:23][CH:24]3[CH2:29][CH2:28][N:27]([CH2:30][C:31]4[CH:32]=[CH:33][CH:34]=[CH:35][CH:36]=4)[CH2:26][CH2:25]3)[C:19](=[O:20])[C:14]2=[CH:15][C:16]=1[O:17][CH3:18].C(OCCC)CC. (4) Given the product [Si:42]([O:43][C:44]1[CH:45]=[CH:46][C:47]([O:35][CH2:34][C:32]2[O:31][C:28]3[CH2:30][N:24]([C:22]([C:21]4[CH:20]=[CH:19][C:18]([F:17])=[CH:37][CH:36]=4)=[O:23])[CH2:25][CH2:26][C:27]=3[N:33]=2)=[CH:48][CH:49]=1)([C:38]([CH3:41])([CH3:40])[CH3:39])([CH3:52])[CH3:51], predict the reactants needed to synthesize it. The reactants are: N(C(OC(C)(C)C)=O)=NC(OC(C)(C)C)=O.[F:17][C:18]1[CH:37]=[CH:36][C:21]([C:22]([N:24]2[CH2:30]C[C:28]3[O:31][C:32]([CH2:34][OH:35])=[N:33][C:27]=3[CH2:26][CH2:25]2)=[O:23])=[CH:20][CH:19]=1.[C:38]([Si:42]([CH3:52])([CH3:51])[O:43][C:44]1[CH:49]=[CH:48][C:47](O)=[CH:46][CH:45]=1)([CH3:41])([CH3:40])[CH3:39].C1(P(C2C=CC=CC=2)C2C=CC=CC=2)C=CC=CC=1. (5) Given the product [NH2:1][C:2]1[C:7]([C:8]([NH2:9])=[O:23])=[C:6]([NH:10][C:11]2[CH:12]=[C:13]([O:19][CH3:20])[CH:14]=[C:15]([O:17][CH3:18])[CH:16]=2)[N:5]=[C:4]([S:21][CH3:22])[N:3]=1, predict the reactants needed to synthesize it. The reactants are: [NH2:1][C:2]1[C:7]([C:8]#[N:9])=[C:6]([NH:10][C:11]2[CH:16]=[C:15]([O:17][CH3:18])[CH:14]=[C:13]([O:19][CH3:20])[CH:12]=2)[N:5]=[C:4]([S:21][CH3:22])[N:3]=1.[OH-:23].[Na+].OO. (6) Given the product [CH3:27][O:28][C:8]1[CH:9]=[CH:10][C:5]([CH2:4][N:1]2[CH:15]=[C:13]([CH2:12][OH:11])[N:3]=[N:2]2)=[CH:6][CH:7]=1, predict the reactants needed to synthesize it. The reactants are: [N:1]([CH2:4][C:5]1[CH:10]=[CH:9][CH:8]=[CH:7][CH:6]=1)=[N+:2]=[N-:3].[O:11]=[C:12]1O[C@H]([C@H](CO)O)[C:15]([O-])=[C:13]1O.[Na+].O.CN(C)[CH:27]=[O:28]. (7) Given the product [OH:15]/[N:14]=[CH:1]/[C:3]1[CH:12]=[CH:11][C:6]([C:7]([O:9][CH3:10])=[O:8])=[CH:5][CH:4]=1, predict the reactants needed to synthesize it. The reactants are: [CH:1]([C:3]1[CH:12]=[CH:11][C:6]([C:7]([O:9][CH3:10])=[O:8])=[CH:5][CH:4]=1)=O.Cl.[NH2:14][OH:15].C(=O)([O-])[O-].[Na+].[Na+].C(Cl)Cl.